Dataset: Reaction yield outcomes from USPTO patents with 853,638 reactions. Task: Predict the reaction yield, written as a fraction of the theoretical maximum amount of product (1.0 means a 100% yield; for example, 0.34 means a 34% yield). (1) The reactants are [NH:1]1[CH:5]=[CH:4][CH:3]=[N:2]1.[CH3:6][O:7][C:8]1[CH:13]=[CH:12][C:11](B(O)O)=[CH:10][CH:9]=1.N1C=CC=CC=1. The catalyst is C([O-])(=O)C.[Cu+2].C([O-])(=O)C.C(Cl)Cl. The product is [CH3:6][O:7][C:8]1[CH:13]=[CH:12][C:11]([N:1]2[CH:5]=[CH:4][CH:3]=[N:2]2)=[CH:10][CH:9]=1. The yield is 0.470. (2) The reactants are P(Cl)(Cl)([Cl:3])=O.CN([CH:9]=[O:10])C.O[C:12]1[NH:17][C:16]([S:18][CH3:19])=[N:15]C(=O)C=1.Cl[CH:22]=[C:23]([Cl:25])Cl. No catalyst specified. The product is [Cl:25][C:23]1[C:22]([CH:9]=[O:10])=[C:12]([Cl:3])[N:17]=[C:16]([S:18][CH3:19])[N:15]=1. The yield is 0.610. (3) The reactants are Cl[C:2]1[N:7]=[C:6]([NH:8][CH2:9][CH:10]2[CH2:15][CH2:14][O:13][CH2:12][CH2:11]2)[C:5]([C:16]([F:19])([F:18])[F:17])=[CH:4][CH:3]=1.[Cl:20][C:21]1[C:22](B(O)O)=[CH:23][C:24]([F:27])=[N:25][CH:26]=1.C(Cl)Cl.COCCOC. The product is [Cl:20][C:21]1[C:22]([C:2]2[CH:3]=[CH:4][C:5]([C:16]([F:19])([F:18])[F:17])=[C:6]([NH:8][CH2:9][CH:10]3[CH2:15][CH2:14][O:13][CH2:12][CH2:11]3)[N:7]=2)=[CH:23][C:24]([F:27])=[N:25][CH:26]=1. The yield is 0.770. The catalyst is CCOC(C)=O.CO.C1C=CC(P(C2C=CC=CC=2)[C-]2C=CC=C2)=CC=1.C1C=CC(P(C2C=CC=CC=2)[C-]2C=CC=C2)=CC=1.Cl[Pd]Cl.[Fe+2]. (4) The reactants are Br[CH2:2][C:3]1[CH:8]=[CH:7][CH:6]=[CH:5][C:4]=1[CH2:9]Br.[N:11]1([CH2:16][C:17]([N:19]2[CH2:23][C@H:22]([NH2:24])[CH2:21][C@H:20]2[C:25]([NH:27][C:28]2[CH:33]=[CH:32][C:31]([O:34][C:35]3[CH:40]=[CH:39][C:38]([F:41])=[CH:37][CH:36]=3)=[CH:30][CH:29]=2)=[O:26])=[O:18])[CH:15]=[N:14][CH:13]=[N:12]1. The yield is 0.110. The product is [N:11]1([CH2:16][C:17]([N:19]2[CH2:23][C@H:22]([N:24]3[CH2:9][C:4]4[C:3](=[CH:8][CH:7]=[CH:6][CH:5]=4)[CH2:2]3)[CH2:21][C@H:20]2[C:25]([NH:27][C:28]2[CH:29]=[CH:30][C:31]([O:34][C:35]3[CH:36]=[CH:37][C:38]([F:41])=[CH:39][CH:40]=3)=[CH:32][CH:33]=2)=[O:26])=[O:18])[CH:15]=[N:14][CH:13]=[N:12]1. No catalyst specified.